This data is from Forward reaction prediction with 1.9M reactions from USPTO patents (1976-2016). The task is: Predict the product of the given reaction. (1) Given the reactants [F:1][C:2]1[CH:3]=[C:4]([C:8]2[N:12]([C@H:13]3[CH2:18][CH2:17][CH2:16][CH2:15][C@@H:14]3[OH:19])[CH:11]=[N:10][C:9]=2[C:20]([O:22]C)=[O:21])[CH:5]=[CH:6][CH:7]=1.[OH-].[Na+], predict the reaction product. The product is: [F:1][C:2]1[CH:3]=[C:4]([C:8]2[N:12]([C@H:13]3[CH2:18][CH2:17][CH2:16][CH2:15][C@@H:14]3[OH:19])[CH:11]=[N:10][C:9]=2[C:20]([OH:22])=[O:21])[CH:5]=[CH:6][CH:7]=1. (2) The product is: [O:24]=[S:12]1(=[O:23])[C:13]2[C:18](=[CH:17][CH:16]=[CH:15][CH:14]=2)[C:19]2[C:10](=[C:9]3[C:22](=[CH:21][CH:20]=2)[C:5]([C:3]([OH:4])=[O:2])=[CH:6][CH:7]=[N:8]3)[NH:11]1. Given the reactants C[O:2][C:3]([C:5]1[C:22]2[C:9](=[C:10]3[C:19](=[CH:20][CH:21]=2)[C:18]2[C:13](=[CH:14][CH:15]=[CH:16][CH:17]=2)[S:12](=[O:24])(=[O:23])[NH:11]3)[N:8]=[CH:7][CH:6]=1)=[O:4].[Li+].[OH-], predict the reaction product. (3) Given the reactants [F:1][C:2]1[CH:7]=[CH:6][CH:5]=[CH:4][C:3]=1[N:8]1[C:12]([C:13]2[N:14]=[CH:15][N:16]([C:18]3[CH:26]=[CH:25][C:21]([C:22]([OH:24])=O)=[CH:20][N:19]=3)[CH:17]=2)=[C:11]([CH3:27])[N:10]=[N:9]1.[NH2:28][CH2:29][CH:30]1[CH2:32][CH2:31]1, predict the reaction product. The product is: [CH:30]1([CH2:29][NH:28][C:22](=[O:24])[C:21]2[CH:25]=[CH:26][C:18]([N:16]3[CH:17]=[C:13]([C:12]4[N:8]([C:3]5[CH:4]=[CH:5][CH:6]=[CH:7][C:2]=5[F:1])[N:9]=[N:10][C:11]=4[CH3:27])[N:14]=[CH:15]3)=[N:19][CH:20]=2)[CH2:32][CH2:31]1. (4) Given the reactants [NH2:1][C:2]1[C:3]2[N:14]([CH2:15][O:16][CH2:17][C:18]3[CH:23]=[CH:22][CH:21]=[CH:20][CH:19]=3)[CH:13]=[C:12]([CH2:24][CH2:25][CH2:26][CH2:27][OH:28])[C:4]=2[N:5]=[C:6]([CH2:8][CH2:9][CH2:10][CH3:11])[N:7]=1.C[N+]1([O-])CCOCC1.C(#N)C, predict the reaction product. The product is: [NH2:1][C:2]1[C:3]2[N:14]([CH2:15][O:16][CH2:17][C:18]3[CH:19]=[CH:20][CH:21]=[CH:22][CH:23]=3)[CH:13]=[C:12]([CH2:24][CH2:25][CH2:26][CH:27]=[O:28])[C:4]=2[N:5]=[C:6]([CH2:8][CH2:9][CH2:10][CH3:11])[N:7]=1. (5) Given the reactants [NH2:1][CH:2]1[CH2:7][CH2:6][N:5](C(OCC2C=CC=CC=2)=O)[CH2:4][C:3]1([CH3:19])[CH3:18], predict the reaction product. The product is: [NH2:1][CH:2]1[CH2:7][CH2:6][NH:5][CH2:4][C:3]1([CH3:19])[CH3:18]. (6) Given the reactants Cl[C:2]1[CH:3]=[C:4]([C:9]2[S:13][C:12]([C:14]([N:16]3[CH2:20][C:19](=[O:21])[NH:18][CH2:17]3)=[O:15])=[CH:11][C:10]=2[C:22]2[CH:27]=[CH:26][CH:25]=[C:24]([Cl:28])[CH:23]=2)[CH:5]=[C:6](F)[CH:7]=1.BrC1SC(C(N2CC(=O)NC2)=O)=CC=1C1C=CC=C(Cl)C=1.[F:50][C:51]([F:63])([F:62])[O:52]C1C=C(B(O)O)C=CC=1, predict the reaction product. The product is: [Cl:28][C:24]1[CH:23]=[C:22]([C:10]2[CH:11]=[C:12]([C:14]([N:16]3[CH2:20][C:19](=[O:21])[NH:18][CH2:17]3)=[O:15])[S:13][C:9]=2[C:4]2[CH:3]=[CH:2][CH:7]=[C:6]([O:52][C:51]([F:63])([F:62])[F:50])[CH:5]=2)[CH:27]=[CH:26][CH:25]=1. (7) Given the reactants [Cl:1][C:2]1[CH:3]=[C:4]([C:10](=[O:16])/[CH:11]=[CH:12]/[C:13]([OH:15])=[O:14])[CH:5]=[CH:6][C:7]=1[O:8][CH3:9].S(OCC)(O[CH2:21][CH3:22])(=O)=O.C(=O)([O-])[O-].[K+].[K+].C(O)(=O)C, predict the reaction product. The product is: [Cl:1][C:2]1[CH:3]=[C:4]([C:10](=[O:16])/[CH:11]=[CH:12]/[C:13]([O:15][CH2:21][CH3:22])=[O:14])[CH:5]=[CH:6][C:7]=1[O:8][CH3:9]. (8) Given the reactants [CH2:1]([N:8]1[CH:12]=[CH:11][N:10]=[C:9]1[CH:13](O)[CH:14]([CH2:17][CH3:18])[CH2:15][CH3:16])[C:2]1[CH:7]=[CH:6][CH:5]=[CH:4][CH:3]=1.C1(P(C2C=CC=CC=2)C2C=CC=CC=2)C=CC=CC=1.N(C(OCC)=O)=NC(OCC)=O.C1(P([N:65]=[N+:66]=[N-:67])(C2C=CC=CC=2)=O)C=CC=CC=1, predict the reaction product. The product is: [N:65]([CH:13]([C:9]1[N:8]([CH2:1][C:2]2[CH:7]=[CH:6][CH:5]=[CH:4][CH:3]=2)[CH:12]=[CH:11][N:10]=1)[CH:14]([CH2:17][CH3:18])[CH2:15][CH3:16])=[N+:66]=[N-:67]. (9) Given the reactants [NH2:1][C@H:2]([C:7]([OH:9])=[O:8])[CH2:3][C:4]([OH:6])=[O:5].N.[CH:11](OC)=[O:12], predict the reaction product. The product is: [CH:11]([NH:1][C@H:2]([C:7]([OH:9])=[O:8])[CH2:3][C:4]([OH:6])=[O:5])=[O:12].